From a dataset of Peptide-MHC class II binding affinity with 134,281 pairs from IEDB. Regression. Given a peptide amino acid sequence and an MHC pseudo amino acid sequence, predict their binding affinity value. This is MHC class II binding data. (1) The peptide sequence is IDLSIQNYHTFLIYI. The MHC is HLA-DQA10401-DQB10402 with pseudo-sequence HLA-DQA10401-DQB10402. The binding affinity (normalized) is 0.363. (2) The peptide sequence is MYFNLIDTKCYKL. The MHC is DRB3_0101 with pseudo-sequence DRB3_0101. The binding affinity (normalized) is 0. (3) The peptide sequence is KVTFLSQVHPSPLLT. The MHC is H-2-IAb with pseudo-sequence H-2-IAb. The binding affinity (normalized) is 0.555. (4) The peptide sequence is RMFSSTLRAAVPWYA. The MHC is HLA-DQA10501-DQB10201 with pseudo-sequence HLA-DQA10501-DQB10201. The binding affinity (normalized) is 0.310.